Task: Predict the product of the given reaction.. Dataset: Forward reaction prediction with 1.9M reactions from USPTO patents (1976-2016) (1) Given the reactants [C:1]([O:5][C:6]([N:8]1[CH2:12][CH2:11][CH2:10][C:9]1=[O:13])=[O:7])([CH3:4])([CH3:3])[CH3:2].[C:14]1([Mg]Br)[CH:19]=[CH:18][CH:17]=[CH:16][CH:15]=1.Cl, predict the reaction product. The product is: [C:1]([O:5][C:6](=[O:7])[NH:8][CH2:12][CH2:11][CH2:10][C:9](=[O:13])[C:14]1[CH:19]=[CH:18][CH:17]=[CH:16][CH:15]=1)([CH3:4])([CH3:3])[CH3:2]. (2) Given the reactants [CH3:1][O:2][C:3]1[CH:8]=[CH:7][CH:6]=[C:5]([O:9][CH3:10])[C:4]=1B(O)O.Br[C:15]1[CH:20]=[CH:19][C:18](/[C:21](/[CH3:28])=[CH:22]/[C:23]([O:25][CH2:26][CH3:27])=[O:24])=[CH:17][CH:16]=1, predict the reaction product. The product is: [CH3:1][O:2][C:3]1[CH:8]=[CH:7][CH:6]=[C:5]([O:9][CH3:10])[C:4]=1[C:15]1[CH:20]=[CH:19][C:18](/[C:21](/[CH3:28])=[CH:22]/[C:23]([O:25][CH2:26][CH3:27])=[O:24])=[CH:17][CH:16]=1. (3) Given the reactants [CH2:1]([O:3][C:4](=[O:22])[C:5](=O)[CH2:6][C:7]1[CH:17]=[CH:16][C:10]([C:11]([O:13][CH2:14][CH3:15])=[O:12])=[CH:9][C:8]=1[N+:18]([O-])=O)[CH3:2].O, predict the reaction product. The product is: [NH:18]1[C:8]2[C:7](=[CH:17][CH:16]=[C:10]([C:11]([O:13][CH2:14][CH3:15])=[O:12])[CH:9]=2)[CH:6]=[C:5]1[C:4]([O:3][CH2:1][CH3:2])=[O:22]. (4) Given the reactants [F:1][C:2]1[CH:7]=[CH:6][C:5]([CH:8]([OH:17])[C:9]2[CH:16]=[CH:15][C:12]([CH:13]=O)=[CH:11][CH:10]=2)=[CH:4][CH:3]=1.[CH3:18]OP(C(=[N+]=[N-])C(=O)C)(=O)OC.C([O-])([O-])=O.[K+].[K+], predict the reaction product. The product is: [C:13]([C:12]1[CH:15]=[CH:16][C:9]([CH:8]([C:5]2[CH:6]=[CH:7][C:2]([F:1])=[CH:3][CH:4]=2)[OH:17])=[CH:10][CH:11]=1)#[CH:18]. (5) The product is: [CH3:62][N:37]1[C@@H:38]([C@H:48]2[O:49][C:50](=[O:61])[C:51]3[C:52]([O:59][CH3:60])=[C:53]([O:57][CH3:58])[CH:54]=[CH:55][C:56]2=3)[C:39]2[C:40]([O:46][CH3:47])=[C:41]3[O:45][CH2:44][O:43][C:42]3=[C:33]([NH2:30])[C:34]=2[CH2:35][CH2:36]1. Given the reactants Cl[Sn]Cl.C1(S)C=CC=CC=1.C1(N(C2C=CC=CC=2)C2C=CC=CC=2)C=CC=CC=1.[N:30]([C:33]1[C:34]2[CH2:35][CH2:36][N:37]([CH3:62])[C@@H:38]([C@@H:48]3[C:56]4[C:51](=[C:52]([O:59][CH3:60])[C:53]([O:57][CH3:58])=[CH:54][CH:55]=4)[C:50](=[O:61])[O:49]3)[C:39]=2[C:40]([O:46][CH3:47])=[C:41]2[O:45][CH2:44][O:43][C:42]=12)=[N+]=[N-], predict the reaction product. (6) Given the reactants [CH3:1][O-:2].[Na+].Cl[C:5]1[C:14]([CH2:15][CH:16]2[CH2:18][CH2:17]2)=[C:13]([Cl:19])[C:12]2[C:7](=[CH:8][CH:9]=[C:10]([I:20])[CH:11]=2)[N:6]=1.ClCCl, predict the reaction product. The product is: [Cl:19][C:13]1[C:12]2[C:7](=[CH:8][CH:9]=[C:10]([I:20])[CH:11]=2)[N:6]=[C:5]([O:2][CH3:1])[C:14]=1[CH2:15][CH:16]1[CH2:18][CH2:17]1.